This data is from Forward reaction prediction with 1.9M reactions from USPTO patents (1976-2016). The task is: Predict the product of the given reaction. (1) Given the reactants [CH3:1][C:2]([NH2:5])([CH3:4])[CH3:3].[Cl:6][C:7]1[CH:12]=[CH:11][C:10]([CH2:13][C:14]([NH:16][N:17]2[C:26](=[O:27])[C:25]3[C:20](=[CH:21][CH:22]=[CH:23][CH:24]=3)[C:19]([CH:28]([CH3:32])[C:29](O)=[O:30])=[N:18]2)=[O:15])=[CH:9][CH:8]=1.C(N(CC)CC)C.CCCP1(OP(CCC)(=O)OP(CCC)(=O)O1)=O, predict the reaction product. The product is: [C:2]([NH:5][C:29](=[O:30])[CH:28]([C:19]1[C:20]2[C:25](=[CH:24][CH:23]=[CH:22][CH:21]=2)[C:26](=[O:27])[N:17]([NH:16][C:14](=[O:15])[CH2:13][C:10]2[CH:9]=[CH:8][C:7]([Cl:6])=[CH:12][CH:11]=2)[N:18]=1)[CH3:32])([CH3:4])([CH3:3])[CH3:1]. (2) The product is: [C:1]([O:5][C:6](=[O:23])[NH:7][CH:8]([C:15]1[CH:20]=[CH:19][C:18]([CH3:21])=[C:17]([Cl:22])[CH:16]=1)[C:9]([C:25]1[CH:38]=[CH:37][C:28]([O:29][Si:30]([C:33]([CH3:36])([CH3:35])[CH3:34])([CH3:31])[CH3:32])=[CH:27][CH:26]=1)=[O:14])([CH3:2])([CH3:3])[CH3:4]. Given the reactants [C:1]([O:5][C:6](=[O:23])[NH:7][CH:8]([C:15]1[CH:20]=[CH:19][C:18]([CH3:21])=[C:17]([Cl:22])[CH:16]=1)[C:9](=[O:14])N(OC)C)([CH3:4])([CH3:3])[CH3:2].Br[C:25]1[CH:38]=[CH:37][C:28]([O:29][Si:30]([C:33]([CH3:36])([CH3:35])[CH3:34])([CH3:32])[CH3:31])=[CH:27][CH:26]=1, predict the reaction product. (3) Given the reactants [NH2:1][C:2]1[CH:29]=[CH:28][C:5]([O:6][C:7]2[CH:12]=[CH:11][N:10]=[C:9]([NH:13][C:14]([N:16]3[CH2:21][CH2:20][N:19]([CH2:22][CH2:23][N:24]4[CH2:27][CH2:26][CH2:25]4)[CH2:18][CH2:17]3)=[O:15])[CH:8]=2)=[CH:4][CH:3]=1.[F:30][C:31]1[CH:36]=[CH:35][C:34]([CH2:37][C:38]([N:40]=[C:41]=[O:42])=[O:39])=[CH:33][CH:32]=1, predict the reaction product. The product is: [F:30][C:31]1[CH:32]=[CH:33][C:34]([CH2:37][C:38]([NH:40][C:41](=[O:42])[NH:1][C:2]2[CH:3]=[CH:4][C:5]([O:6][C:7]3[CH:12]=[CH:11][N:10]=[C:9]([NH:13][C:14]([N:16]4[CH2:21][CH2:20][N:19]([CH2:22][CH2:23][N:24]5[CH2:27][CH2:26][CH2:25]5)[CH2:18][CH2:17]4)=[O:15])[CH:8]=3)=[CH:28][CH:29]=2)=[O:39])=[CH:35][CH:36]=1. (4) Given the reactants [CH:1]([CH:4]([C:8]([OH:10])=[O:9])[C:5](O)=[O:6])([CH3:3])[CH3:2].CC(C)N=C=NC(C)C.[I:20][C:21]1[CH:27]=[CH:26][C:24]([NH2:25])=[CH:23][CH:22]=1, predict the reaction product. The product is: [I:20][C:21]1[CH:27]=[CH:26][C:24]([NH:25][C:5]([CH:4]([CH:1]([CH3:3])[CH3:2])[C:8]([OH:10])=[O:9])=[O:6])=[CH:23][CH:22]=1.